Predict the reactants needed to synthesize the given product. From a dataset of Full USPTO retrosynthesis dataset with 1.9M reactions from patents (1976-2016). (1) The reactants are: [C:1]([C:4]1[C:22](=[O:23])[C@@:8]2([CH3:24])[C:9]3[C:15]([OH:16])=[CH:14][C:13]([O:17][CH3:18])=[C:12]([C:19]([NH2:21])=[O:20])[C:10]=3[O:11][C:7]2=[CH:6][C:5]=1[OH:25])(=[O:3])[CH3:2].[CH3:26][C:27]1[C:34]([CH3:35])=[CH:33][CH:32]=[CH:31][C:28]=1[CH:29]=O.C([SiH](CC)CC)C.FC(F)(F)C(O)=O. Given the product [C:1]([C:4]1[C:22](=[O:23])[C@@:8]2([CH3:24])[C:9]3[C:15]([OH:16])=[CH:14][C:13]([O:17][CH3:18])=[C:12]([C:19]([NH:21][CH2:29][C:28]4[CH:31]=[CH:32][CH:33]=[C:34]([CH3:35])[C:27]=4[CH3:26])=[O:20])[C:10]=3[O:11][C:7]2=[CH:6][C:5]=1[OH:25])(=[O:3])[CH3:2], predict the reactants needed to synthesize it. (2) The reactants are: [CH2:1]([N:4]1[C:9](=O)[CH:8]2[C:6]([C:11]3[CH:16]=[CH:15][C:14]([Cl:17])=[C:13]([Cl:18])[CH:12]=3)([CH2:7]2)[C:5]1=O)[CH2:2][CH3:3].B.C(OCC)(=O)C.Cl. Given the product [ClH:17].[Cl:18][C:13]1[CH:12]=[C:11]([C:6]23[CH2:7][CH:8]2[CH2:9][N:4]([CH2:1][CH2:2][CH3:3])[CH2:5]3)[CH:16]=[CH:15][C:14]=1[Cl:17], predict the reactants needed to synthesize it. (3) Given the product [Br:12][C:9]1[CH:10]=[CH:11][C:6]([C:4](=[O:5])[CH2:3][NH:2][C:26]([C@@H:21]2[CH2:22][O:23][CH2:24][CH2:25][N:20]2[C:18]([O:17][C:13]([CH3:16])([CH3:15])[CH3:14])=[O:19])=[O:27])=[CH:7][CH:8]=1, predict the reactants needed to synthesize it. The reactants are: Cl.[NH2:2][CH2:3][C:4]([C:6]1[CH:11]=[CH:10][C:9]([Br:12])=[CH:8][CH:7]=1)=[O:5].[C:13]([O:17][C:18]([N:20]1[CH2:25][CH2:24][O:23][CH2:22][C@H:21]1[C:26](O)=[O:27])=[O:19])([CH3:16])([CH3:15])[CH3:14].CN(C(ON1N=NC2C=CC=CC1=2)=[N+](C)C)C.F[P-](F)(F)(F)(F)F.CN1CCOCC1. (4) Given the product [Br:1][C:2]1[CH:3]=[C:4]([O:17][CH3:16])[C:5]([F:9])=[CH:6][C:7]=1[F:8], predict the reactants needed to synthesize it. The reactants are: [Br:1][C:2]1[C:7]([F:8])=[CH:6][C:5]([F:9])=[C:4](Br)[CH:3]=1.C([Mg]Cl)(C)C.[CH3:16][O:17]B(OC)OC.C(OO)(=O)C.C(=O)([O-])[O-].[K+].[K+].IC. (5) Given the product [OH:21][C:15]1[CH:20]=[CH:19][C:18]([N:11]=[N:1][C:2]2[CH:9]=[CH:8][C:5]([C:6]#[N:7])=[CH:4][CH:3]=2)=[CH:17][CH:16]=1, predict the reactants needed to synthesize it. The reactants are: [NH2:1][C:2]1[CH:9]=[CH:8][C:5]([C:6]#[N:7])=[CH:4][CH:3]=1.Cl.[N:11]([O-])=O.[Na+].[C:15]1([OH:21])[CH:20]=[CH:19][CH:18]=[CH:17][CH:16]=1.[OH-].[K+].